This data is from Full USPTO retrosynthesis dataset with 1.9M reactions from patents (1976-2016). The task is: Predict the reactants needed to synthesize the given product. (1) The reactants are: [Cl:1][CH2:2][C:3]1[N:7]([C:8]2[CH:15]=[CH:14][C:11]([C:12]#[N:13])=[C:10]([C:16]([F:19])([F:18])[F:17])[CH:9]=2)[N:6]=[N:5][N:4]=1.Cl.[CH:21]12[NH:28][CH:25]([CH2:26][CH2:27]1)[CH2:24][O:23][CH2:22]2.C(N(C(C)C)CC)(C)C. Given the product [ClH:1].[CH:25]12[N:28]([CH2:2][C:3]3[N:7]([C:8]4[CH:15]=[CH:14][C:11]([C:12]#[N:13])=[C:10]([C:16]([F:19])([F:18])[F:17])[CH:9]=4)[N:6]=[N:5][N:4]=3)[CH:21]([CH2:27][CH2:26]1)[CH2:22][O:23][CH2:24]2, predict the reactants needed to synthesize it. (2) Given the product [I:13][C:10]1[CH:11]=[CH:12][C:7]2[N:8]([C:3]([C:2]([F:15])([F:14])[F:1])=[N:5][N:6]=2)[CH:9]=1, predict the reactants needed to synthesize it. The reactants are: [F:1][C:2]([F:15])([F:14])[C:3]([NH:5][NH:6][C:7]1[CH:12]=[CH:11][C:10]([I:13])=[CH:9][N:8]=1)=O.[OH-].[NH4+]. (3) Given the product [C:1](=[O:2])([OH:4])[O-:3].[Mg+2:5].[C:1](=[O:2])([OH:4])[O-:3], predict the reactants needed to synthesize it. The reactants are: [C:1](=[O:4])([O-:3])[O-:2].[Mg+2:5]. (4) Given the product [C:56]([CH2:57][CH2:58][PH:74]([O:14][C@@H:13]1[C@@H:12]([CH2:15][O:16][C:17]([C:34]2[CH:39]=[CH:38][CH:37]=[CH:36][CH:35]=2)([C:18]2[CH:19]=[CH:20][C:21]([O:24][CH3:25])=[CH:22][CH:23]=2)[C:26]2[CH:27]=[CH:28][C:29]([O:32][CH3:33])=[CH:30][CH:31]=2)[O:11][C@@H:10]([N:40]2[C:54]3[N:53]=[C:47]([N:48]=[CH:49][N:50]([CH3:51])[CH3:52])[NH:46][C:44](=[O:45])[C:43]=3[N:42]=[CH:41]2)[C@@H:9]1[O:8][Si:1]([C:4]([CH3:6])([CH3:7])[CH3:5])([CH3:3])[CH3:2])([N:73]([CH:70]([CH3:71])[CH3:72])[CH:81]([CH3:82])[CH3:83])[OH:75])#[N:55], predict the reactants needed to synthesize it. The reactants are: [Si:1]([O:8][C@@H:9]1[C@H:13]([OH:14])[C@@H:12]([CH2:15][O:16][C:17]([C:34]2[CH:39]=[CH:38][CH:37]=[CH:36][CH:35]=2)([C:26]2[CH:31]=[CH:30][C:29]([O:32][CH3:33])=[CH:28][CH:27]=2)[C:18]2[CH:23]=[CH:22][C:21]([O:24][CH3:25])=[CH:20][CH:19]=2)[O:11][C@H:10]1[N:40]1[C:54]2[N:53]=[C:47]([N:48]=[CH:49][N:50]([CH3:52])[CH3:51])[NH:46][C:44](=[O:45])[C:43]=2[N:42]=[CH:41]1)([C:4]([CH3:7])([CH3:6])[CH3:5])([CH3:3])[CH3:2].[N:55]1C(C)=C[C:58](C)=[CH:57][C:56]=1C.CN1C=CN=C1.[CH:70]([N:73]([CH:81]([CH3:83])[CH3:82])[P:74](Cl)[O:75]CCC#N)([CH3:72])[CH3:71]. (5) Given the product [C:1]([O:4][C:5]([C:9](=[O:11])[CH2:10][C:22](=[O:29])[C:23]1[CH:28]=[CH:27][CH:26]=[CH:25][CH:24]=1)=[CH:6][O:7][CH3:8])(=[O:3])[CH3:2], predict the reactants needed to synthesize it. The reactants are: [C:1]([O:4][C:5]([C:9](=[O:11])[CH3:10])=[CH:6][O:7][CH3:8])(=[O:3])[CH3:2].[Li+].C[Si]([N-][Si](C)(C)C)(C)C.[C:22](Cl)(=[O:29])[C:23]1[CH:28]=[CH:27][CH:26]=[CH:25][CH:24]=1. (6) Given the product [NH2:1][C@H:2]([CH2:18][NH2:19])[CH2:3][CH2:4][CH2:5][C:6]1[CH:17]=[CH:16][C:9]([O:10][CH2:11][C@H:12]([OH:15])[CH2:13][OH:14])=[CH:8][CH:7]=1, predict the reactants needed to synthesize it. The reactants are: [NH2:1][C@@H:2]([CH2:18][NH2:19])[CH2:3][CH2:4][CH2:5][C:6]1[CH:17]=[CH:16][C:9]([O:10][CH2:11][C@H:12]([OH:15])[CH2:13][OH:14])=[CH:8][CH:7]=1.OC1C=CC(CCC[C@@H](NC(=O)[O-])CNC(=O)OC(C)(C)C)=CC=1.OC1C=CC(CCC[C@H](NC(=O)[O-])CNC(=O)OC(C)(C)C)=CC=1. (7) Given the product [CH3:18][O:9][C:8](=[O:10])[C:7]1[CH:11]=[C:3]([CH:1]=[O:2])[CH:4]=[CH:5][C:6]=1[OH:12], predict the reactants needed to synthesize it. The reactants are: [CH:1]([C:3]1[CH:4]=[CH:5][C:6]([OH:12])=[C:7]([CH:11]=1)[C:8]([OH:10])=[O:9])=[O:2].S(=O)(=O)(O)O.[CH2:18](OCC)C.O.